From a dataset of Reaction yield outcomes from USPTO patents with 853,638 reactions. Predict the reaction yield, written as a fraction of the theoretical maximum amount of product (1.0 means a 100% yield; for example, 0.34 means a 34% yield). (1) The reactants are C(O[C:4](=[O:15])[CH:5]([CH3:14])[C:6](=[O:13])[CH2:7][C:8]([O:10][CH2:11][CH3:12])=[O:9])C.C(OC(O[CH2:22][CH3:23])=C)C.[CH3:24][NH2:25]. The product is [CH2:11]([O:10][C:8]([C:7]1[C:6]([OH:13])=[C:5]([CH3:14])[C:4](=[O:15])[N:25]([CH3:24])[C:22]=1[CH3:23])=[O:9])[CH3:12]. The catalyst is C(OCC)C.C[O-].[Na+]. The yield is 0.340. (2) The reactants are [H-].[Al+3].[Li+].[H-].[H-].[H-].C[O:8][C:9]([C:11]1[N:19]=[CH:18][C:17]2[NH:16][C:15]3[N:20]=[CH:21][C:22]([C:24]4[CH:29]=[CH:28][C:27]([CH2:30][N:31]5[CH2:36][CH2:35][CH2:34][CH2:33][CH2:32]5)=[CH:26][CH:25]=4)=[CH:23][C:14]=3[C:13]=2[CH:12]=1)=O.[Cl-].[NH4+].[C@H](O)(C([O-])=O)[C@@H](O)C([O-])=O.[Na+].[K+]. The catalyst is C1COCC1.O.C(Cl)Cl.CO. The product is [N:31]1([CH2:30][C:27]2[CH:28]=[CH:29][C:24]([C:22]3[CH:21]=[N:20][C:15]4[NH:16][C:17]5[CH:18]=[N:19][C:11]([CH2:9][OH:8])=[CH:12][C:13]=5[C:14]=4[CH:23]=3)=[CH:25][CH:26]=2)[CH2:36][CH2:35][CH2:34][CH2:33][CH2:32]1. The yield is 0.160.